The task is: Predict the reaction yield, written as a fraction of the theoretical maximum amount of product (1.0 means a 100% yield; for example, 0.34 means a 34% yield).. This data is from Reaction yield outcomes from USPTO patents with 853,638 reactions. (1) The reactants are [F:1][C:2]1[CH:7]=[CH:6][CH:5]=[C:4]([F:8])[C:3]=1[CH:9]=[CH:10][C:11]([NH:13][C@H:14]([C:26]([O:28]C)=[O:27])[CH2:15][C:16]1[C:24]2[C:19](=[CH:20][CH:21]=[CH:22][CH:23]=2)[N:18]([CH3:25])[CH:17]=1)=[O:12].[OH-].[Na+]. The catalyst is CO. The product is [F:1][C:2]1[CH:7]=[CH:6][CH:5]=[C:4]([F:8])[C:3]=1[CH:9]=[CH:10][C:11]([NH:13][C@H:14]([C:26]([OH:28])=[O:27])[CH2:15][C:16]1[C:24]2[C:19](=[CH:20][CH:21]=[CH:22][CH:23]=2)[N:18]([CH3:25])[CH:17]=1)=[O:12]. The yield is 0.740. (2) The reactants are CC1(C)C(C)(C)OB([C:9]2[NH:17][C:16]3[CH2:15][CH2:14][NH:13][C:12](=[O:18])[C:11]=3[CH:10]=2)O1.Br[C:21]1[CH:22]=[CH:23][CH:24]=[C:25]2[C:30]=1[N:29]=[C:28]([N:31]([C:33]([CH3:36])([CH3:35])[CH3:34])[CH3:32])[N:27]=[CH:26]2. No catalyst specified. The product is [C:33]([N:31]([CH3:32])[C:28]1[N:27]=[CH:26][C:25]2[C:30](=[C:21]([C:9]3[NH:17][C:16]4[CH2:15][CH2:14][NH:13][C:12](=[O:18])[C:11]=4[CH:10]=3)[CH:22]=[CH:23][CH:24]=2)[N:29]=1)([CH3:36])([CH3:35])[CH3:34]. The yield is 0.220.